Dataset: Catalyst prediction with 721,799 reactions and 888 catalyst types from USPTO. Task: Predict which catalyst facilitates the given reaction. (1) Reactant: [F:1][C:2]1[C:3]([O:26]C2CCCCO2)=[C:4]([C:8]2[CH:13]=[CH:12][C:11]([O:14][CH2:15][C:16]3[CH:25]=[CH:24][C:23]4[C:18](=[CH:19][CH:20]=[CH:21][CH:22]=4)[N:17]=3)=[CH:10][CH:9]=2)[CH:5]=[CH:6][CH:7]=1.C1(C)C=CC(S([O-])(=O)=O)=CC=1.[NH+]1C=CC=CC=1. Product: [F:1][C:2]1[CH:7]=[CH:6][CH:5]=[C:4]([C:8]2[CH:13]=[CH:12][C:11]([O:14][CH2:15][C:16]3[CH:25]=[CH:24][C:23]4[C:18](=[CH:19][CH:20]=[CH:21][CH:22]=4)[N:17]=3)=[CH:10][CH:9]=2)[C:3]=1[OH:26]. The catalyst class is: 100. (2) Reactant: [N:1]([CH2:4][CH3:5])=[C:2]=[S:3].[CH3:6][C:7]1([CH3:31])[CH2:16][CH2:15][C:14]([CH3:18])([CH3:17])[C:13]2[CH:12]=[C:11]([C:19]([O:21][CH2:22][CH2:23][C:24]3[CH:29]=[CH:28][C:27]([NH2:30])=[CH:26][CH:25]=3)=[O:20])[CH:10]=[CH:9][C:8]1=2. Product: [CH3:6][C:7]1([CH3:31])[CH2:16][CH2:15][C:14]([CH3:17])([CH3:18])[C:13]2[CH:12]=[C:11]([C:19]([O:21][CH2:22][CH2:23][C:24]3[CH:25]=[CH:26][C:27]([NH:30][C:2]([NH:1][CH2:4][CH3:5])=[S:3])=[CH:28][CH:29]=3)=[O:20])[CH:10]=[CH:9][C:8]1=2. The catalyst class is: 1. (3) Reactant: [C:1]([O:5][C:6](=[O:33])[NH:7][C@H:8]([C@@H:17]1[O:21][C:20](=[O:22])[N:19]([CH2:23][C:24]2[CH:29]=[CH:28][CH:27]=[C:26]([CH:30]([CH3:32])[CH3:31])[CH:25]=2)[CH2:18]1)[CH2:9][C:10]1[CH:15]=[CH:14][CH:13]=[C:12]([OH:16])[CH:11]=1)([CH3:4])([CH3:3])[CH3:2].C(=O)([O-])[O-].[K+].[K+].Br[CH2:41][CH2:42][CH2:43][OH:44]. Product: [C:1]([O:5][C:6](=[O:33])[NH:7][C@H:8]([C@@H:17]1[O:21][C:20](=[O:22])[N:19]([CH2:23][C:24]2[CH:29]=[CH:28][CH:27]=[C:26]([CH:30]([CH3:31])[CH3:32])[CH:25]=2)[CH2:18]1)[CH2:9][C:10]1[CH:15]=[CH:14][CH:13]=[C:12]([O:16][CH2:41][CH2:42][CH2:43][OH:44])[CH:11]=1)([CH3:4])([CH3:3])[CH3:2]. The catalyst class is: 18. (4) Reactant: C(OC([N:11]1[CH2:14][CH:13]([N:15]([C:26]2[CH:31]=[CH:30][C:29]([N:32]3[CH2:36][C@H:35]([CH2:37][NH:38][C:39](=[O:41])[CH3:40])[O:34][C:33]3=[O:42])=[CH:28][C:27]=2[F:43])C(OCC2C=CC=CC=2)=O)[CH2:12]1)=O)C1C=CC=CC=1. Product: [NH:11]1[CH2:14][CH:13]([NH:15][C:26]2[CH:31]=[CH:30][C:29]([N:32]3[CH2:36][C@H:35]([CH2:37][NH:38][C:39](=[O:41])[CH3:40])[O:34][C:33]3=[O:42])=[CH:28][C:27]=2[F:43])[CH2:12]1. The catalyst class is: 19. (5) Reactant: [CH2:1]([N:8]1[C:12](=[O:13])[CH2:11][N:10]([CH3:14])[C:9]1=[S:15])[C:2]1[CH:7]=[CH:6][CH:5]=[CH:4][CH:3]=1.C1(C)C=CC(S([O-])(=O)=O)=CC=1.[CH3:27][N+:28]1[C:32]2[CH:33]=[CH:34][CH:35]=[CH:36][C:31]=2[S:30][C:29]=1SC. Product: [CH2:1]([N:8]1[C:12](=[O:13])[C:11](=[C:29]2[N:28]([CH3:27])[C:32]3[CH:33]=[CH:34][CH:35]=[CH:36][C:31]=3[S:30]2)[N:10]([CH3:14])[C:9]1=[S:15])[C:2]1[CH:3]=[CH:4][CH:5]=[CH:6][CH:7]=1. The catalyst class is: 23. (6) Reactant: [F:1][C:2]1[CH:3]=[C:4]([CH:40]=[CH:41][C:42]=1[N+:43]([O-])=O)[O:5][CH2:6][CH2:7][CH2:8][CH2:9][Si:10]([CH3:39])([CH3:38])[O:11][Si:12]([CH3:37])([CH3:36])[O:13][Si:14]([CH3:35])([CH3:34])[O:15][Si:16]([CH2:19][CH2:20][CH2:21][CH2:22][O:23][C:24]1[CH:29]=[CH:28][C:27]([N+:30]([O-])=O)=[C:26]([F:33])[CH:25]=1)([CH3:18])[CH3:17].[H][H]. Product: [NH2:30][C:27]1[CH:28]=[CH:29][C:24]([O:23][CH2:22][CH2:21][CH2:20][CH2:19][Si:16]([CH3:17])([CH3:18])[O:15][Si:14]([CH3:35])([CH3:34])[O:13][Si:12]([CH3:37])([CH3:36])[O:11][Si:10]([CH2:9][CH2:8][CH2:7][CH2:6][O:5][C:4]2[CH:40]=[CH:41][C:42]([NH2:43])=[C:2]([F:1])[CH:3]=2)([CH3:38])[CH3:39])=[CH:25][C:26]=1[F:33]. The catalyst class is: 45. (7) Reactant: [K].C1C2C(=CC=CC=2)C=CC=1.[CH2:12]1[C:21]2[C:16]3[C:17](=[CH:22][CH:23]=[CH:24][C:15]=3[CH2:14][O:13]1)[CH:18]=[CH:19][CH:20]=2. Product: [CH3:14][C:15]1[CH:24]=[CH:23][CH:22]=[C:17]2[C:16]=1[C:21]([CH2:12][OH:13])=[CH:20][CH:19]=[CH:18]2. The catalyst class is: 7.